From a dataset of Reaction yield outcomes from USPTO patents with 853,638 reactions. Predict the reaction yield, written as a fraction of the theoretical maximum amount of product (1.0 means a 100% yield; for example, 0.34 means a 34% yield). (1) The reactants are [F:1][C:2]1[CH:10]=[C:9]2[C:5]([C:6](I)=[N:7][NH:8]2)=[CH:4][C:3]=1[C:12]1[CH:13]=[C:14]([CH2:18][N:19]([CH3:21])[CH3:20])[CH:15]=[N:16][CH:17]=1.[H-].[Na+].C([Mg]Cl)(C)C.N1(C=O)CC[O:32][CH2:31]C1. The catalyst is C1COCC1.CO.C(Cl)Cl. The product is [CH3:20][N:19]([CH2:18][C:14]1[CH:13]=[C:12]([C:3]2[CH:4]=[C:5]3[C:9](=[CH:10][C:2]=2[F:1])[NH:8][N:7]=[C:6]3[CH:31]=[O:32])[CH:17]=[N:16][CH:15]=1)[CH3:21]. The yield is 0.500. (2) The reactants are [CH2:1]([O:3][C:4](=[O:22])[CH2:5][NH:6][CH2:7][CH2:8][NH:9][S:10]([C:13]1[S:14][C:15]2[CH:21]=[CH:20][CH:19]=[CH:18][C:16]=2[N:17]=1)(=[O:12])=[O:11])[CH3:2].[CH3:23][S:24][CH2:25][CH2:26][O:27][C:28]([NH:30][C:31]1[CH:36]=[CH:35][N:34]([CH2:37][C:38](O)=[O:39])[C:33](=[O:41])[N:32]=1)=[O:29]. No catalyst specified. The product is [CH2:1]([O:3][C:4](=[O:22])[CH2:5][N:6]([CH2:7][CH2:8][NH:9][S:10]([C:13]1[S:14][C:15]2[CH:21]=[CH:20][CH:19]=[CH:18][C:16]=2[N:17]=1)(=[O:12])=[O:11])[C:38](=[O:39])[CH2:37][N:34]1[CH:35]=[CH:36][C:31]([NH:30][C:28]([O:27][CH2:26][CH2:25][S:24][CH3:23])=[O:29])=[N:32][C:33]1=[O:41])[CH3:2]. The yield is 0.850. (3) The reactants are Br[C:2]1[C:14]2[C:13]3[C:8](=[CH:9][C:10]([C:15]([OH:18])([CH3:17])[CH3:16])=[CH:11][CH:12]=3)[NH:7][C:6]=2[C:5]([C:19]([NH2:21])=[O:20])=[CH:4][C:3]=1[Cl:22].[F:23][C:24]1[CH:25]=[CH:26][CH:27]=[C:28]2[C:33]=1[N:32]([CH3:34])[C:31](=[O:35])[N:30]([C:36]1[CH:41]=[CH:40][CH:39]=[C:38](B3OC(C)(C)C(C)(C)O3)[C:37]=1[CH3:51])[C:29]2=[O:52].[O-]P([O-])([O-])=O.[K+].[K+].[K+]. The catalyst is C1COCC1.C1C=CC([P]([Pd]([P](C2C=CC=CC=2)(C2C=CC=CC=2)C2C=CC=CC=2)([P](C2C=CC=CC=2)(C2C=CC=CC=2)C2C=CC=CC=2)[P](C2C=CC=CC=2)(C2C=CC=CC=2)C2C=CC=CC=2)(C2C=CC=CC=2)C2C=CC=CC=2)=CC=1. The product is [Cl:22][C:3]1[CH:4]=[C:5]([C:19]([NH2:21])=[O:20])[C:6]2[NH:7][C:8]3[C:13]([C:14]=2[C:2]=1[C:38]1[CH:39]=[CH:40][CH:41]=[C:36]([N:30]2[C:29](=[O:52])[C:28]4[C:33](=[C:24]([F:23])[CH:25]=[CH:26][CH:27]=4)[N:32]([CH3:34])[C:31]2=[O:35])[C:37]=1[CH3:51])=[CH:12][CH:11]=[C:10]([C:15]([OH:18])([CH3:17])[CH3:16])[CH:9]=3. The yield is 0.680. (4) The reactants are C([O-])(=O)C.[NH4+].C([NH:10][C:11]([C:13]1[C:18]([CH2:19][C:20](=O)[CH3:21])=[C:17]([CH3:23])[CH:16]=[CH:15][N:14]=1)=[O:12])(C)(C)C.[OH-].[Na+]. The catalyst is C(O)(=O)C. The product is [CH3:23][C:17]1[C:18]2[C:13](=[C:11]([OH:12])[N:10]=[C:20]([CH3:21])[CH:19]=2)[N:14]=[CH:15][CH:16]=1. The yield is 0.990. (5) The reactants are [OH:1][C:2]1[CH:3]=[C:4]2[C:9](=[CH:10][CH:11]=1)[C:8](=[O:12])[CH2:7][CH2:6][CH2:5]2.N1C=CC=CC=1.[F:19][C:20]([F:33])([F:32])[S:21](O[S:21]([C:20]([F:33])([F:32])[F:19])(=[O:23])=[O:22])(=[O:23])=[O:22]. The catalyst is C(Cl)Cl. The product is [O:12]=[C:8]1[CH2:7][CH2:6][CH2:5][C:4]2[CH:3]=[C:2]([O:1][S:21]([C:20]([F:33])([F:32])[F:19])(=[O:23])=[O:22])[CH:11]=[CH:10][C:9]1=2. The yield is 0.800. (6) The reactants are [Cl:1][C:2]1[C:3]2[CH2:14][CH2:13][C:12](=[CH:15][C:16]#[N:17])[C:4]=2[C:5]2[C:9]([CH:10]=1)=[N:8][N:7]([CH3:11])[CH:6]=2.N.CO. The catalyst is CO.O1CCCC1.[Co]. The product is [Cl:1][C:2]1[C:3]2[CH2:14][CH2:13][C:12](=[CH:15][CH2:16][NH2:17])[C:4]=2[C:5]2[C:9]([CH:10]=1)=[N:8][N:7]([CH3:11])[CH:6]=2. The yield is 1.00.